This data is from Forward reaction prediction with 1.9M reactions from USPTO patents (1976-2016). The task is: Predict the product of the given reaction. (1) Given the reactants [N+](=[CH2:3])=[N-].[CH:4]1([C@H:10]([NH:15][C:16]([C:18]2[CH:23]=[CH:22][C:21]([F:24])=[CH:20][C:19]=2[NH:25][C:26]([NH:28][C:29]2[C:34]([CH3:35])=[CH:33][C:32]([CH2:36][CH:37]=[CH2:38])=[CH:31][C:30]=2[CH3:39])=[O:27])=[O:17])[C:11]([O:13][CH3:14])=[O:12])[CH2:9][CH2:8][CH2:7][CH2:6][CH2:5]1, predict the reaction product. The product is: [CH:4]1([C@H:10]([NH:15][C:16]([C:18]2[CH:23]=[CH:22][C:21]([F:24])=[CH:20][C:19]=2[NH:25][C:26]([NH:28][C:29]2[C:34]([CH3:35])=[CH:33][C:32]([CH2:36][CH:37]3[CH2:3][CH2:38]3)=[CH:31][C:30]=2[CH3:39])=[O:27])=[O:17])[C:11]([O:13][CH3:14])=[O:12])[CH2:9][CH2:8][CH2:7][CH2:6][CH2:5]1. (2) Given the reactants [Cl:1][C:2]1[CH:3]=[C:4]([C:13]2[O:14][C:15]3[CH2:21][CH:20]([O:22][CH2:23][C:24](N4CCOCC4)=[O:25])[CH2:19][CH2:18][C:16]=3[N:17]=2)[CH:5]=[CH:6][C:7]=1[O:8][CH2:9][CH:10]1[CH2:12][CH2:11]1.[CH3:32][Mg]Br.[Cl-].[NH4+], predict the reaction product. The product is: [Cl:1][C:2]1[CH:3]=[C:4]([C:13]2[O:14][C:15]3[CH2:21][CH:20]([O:22][CH2:23][CH:24]([OH:25])[CH3:32])[CH2:19][CH2:18][C:16]=3[N:17]=2)[CH:5]=[CH:6][C:7]=1[O:8][CH2:9][CH:10]1[CH2:11][CH2:12]1. (3) Given the reactants [CH3:1][N:2]([CH3:25])[S:3]([N:6]1[C:10]([S:11][C:12]2[CH:17]=[CH:16][CH:15]=[CH:14][CH:13]=2)=[CH:9][N:8]=[C:7]1[Si:18]([C:21]([CH3:24])([CH3:23])[CH3:22])([CH3:20])[CH3:19])(=[O:5])=[O:4].CCCC[N+](CCCC)(CCCC)CCCC.[F-].C1C[O:47][CH2:46]C1, predict the reaction product. The product is: [CH3:25][N:2]([CH3:1])[S:3]([N:6]1[C:10]([CH:46]=[O:47])=[CH:9][N:8]=[C:7]1[Si:18]([C:21]([CH3:23])([CH3:24])[CH3:22])([CH3:19])[CH3:20])(=[O:5])=[O:4].[C:12]1([S:11][C:10]2[NH:6][CH:7]=[N:8][CH:9]=2)[CH:13]=[CH:14][CH:15]=[CH:16][CH:17]=1. (4) Given the reactants FC1C=CC(OC)=C(C2C=CC(CNS(C3C=CC(OC)=CC=3)(=O)=O)=CC=2OC)C=1.[Cl:31][C:32]1[CH:33]=[C:34]([C:41]2[CH:46]=[C:45]([F:47])[CH:44]=[CH:43][C:42]=2[O:48][CH3:49])[CH:35]=[CH:36][C:37]=1[CH:38]([NH2:40])[CH3:39].[Cl:50][C:51]1[CH:56]=[C:55]([C:57]#[N:58])[CH:54]=[CH:53][C:52]=1[S:59](Cl)(=[O:61])=[O:60], predict the reaction product. The product is: [Cl:50][C:51]1[CH:56]=[C:55]([C:57]#[N:58])[CH:54]=[CH:53][C:52]=1[S:59]([NH:40][CH:38]([C:37]1[CH:36]=[CH:35][C:34]([C:41]2[CH:46]=[C:45]([F:47])[CH:44]=[CH:43][C:42]=2[O:48][CH3:49])=[CH:33][C:32]=1[Cl:31])[CH3:39])(=[O:60])=[O:61]. (5) Given the reactants [OH:1][C:2]1[CH:7]=[CH:6][C:5]([S:8]([C:11]([F:14])([F:13])[F:12])(=[O:10])=[O:9])=[CH:4][C:3]=1[C:15](=[O:17])[CH3:16].[CH2:18](OS(C1C=CC(C)=CC=1)(=O)=O)[C@@H:19]1[O:21][CH2:20]1.C([O-])([O-])=O.[K+].[K+], predict the reaction product. The product is: [O:21]1[CH2:20][C@@H:19]1[CH2:18][O:1][C:2]1[CH:7]=[CH:6][C:5]([S:8]([C:11]([F:14])([F:12])[F:13])(=[O:10])=[O:9])=[CH:4][C:3]=1[C:15](=[O:17])[CH3:16]. (6) Given the reactants [C:1]([C:3]1[CH:4]=[N:5][C:6]2[C:11]([C:12]=1[NH:13][C:14]1[CH:19]=[CH:18][C:17](I)=[C:16]3[O:21][CH2:22][O:23][C:15]=13)=[CH:10][C:9]([O:24][CH3:25])=[C:8]([O:26][CH3:27])[CH:7]=2)#[N:2].[CH2:28]([N:31]1[CH2:36][CH2:35][O:34][CH2:33][CH2:32]1)[C:29]#[CH:30].[ClH:37], predict the reaction product. The product is: [ClH:37].[ClH:37].[C:1]([C:3]1[CH:4]=[N:5][C:6]2[C:11]([C:12]=1[NH:13][C:14]1[CH:19]=[CH:18][C:17]([C:30]#[C:29][CH2:28][N:31]3[CH2:36][CH2:35][O:34][CH2:33][CH2:32]3)=[C:16]3[O:21][CH2:22][O:23][C:15]=13)=[CH:10][C:9]([O:24][CH3:25])=[C:8]([O:26][CH3:27])[CH:7]=2)#[N:2]. (7) The product is: [Cl:7][CH2:8][CH2:9][N:10]([CH2:13][CH2:12][Cl:11])[S:2]([CH3:1])(=[O:4])=[O:3]. Given the reactants [CH3:1][S:2](Cl)(=[O:4])=[O:3].Cl.[Cl:7][CH2:8][CH2:9][NH2:10].[Cl:11][CH2:12][CH2:13]N.C(N(CC)CC)C, predict the reaction product. (8) Given the reactants [CH3:1][C:2]([CH3:31])([CH3:30])[CH2:3][C:4]([NH:6][C:7]1[C:8]([CH3:29])=[C:9](B(O)O)[C:10]2[O:14][CH2:13][CH:12]([C:15]3[CH:20]=[CH:19][C:18]([CH:21]([CH3:23])[CH3:22])=[CH:17][CH:16]=3)[C:11]=2[C:24]=1[CH3:25])=[O:5].Br[C:33]1[CH:38]=[CH:37][C:36]([CH3:39])=[CH:35][N:34]=1, predict the reaction product. The product is: [CH:21]([C:18]1[CH:19]=[CH:20][C:15]([CH:12]2[C:11]3[C:24]([CH3:25])=[C:7]([NH:6][C:4](=[O:5])[CH2:3][C:2]([CH3:31])([CH3:30])[CH3:1])[C:8]([CH3:29])=[C:9]([C:33]4[CH:38]=[CH:37][C:36]([CH3:39])=[CH:35][N:34]=4)[C:10]=3[O:14][CH2:13]2)=[CH:16][CH:17]=1)([CH3:23])[CH3:22].